Task: Predict which catalyst facilitates the given reaction.. Dataset: Catalyst prediction with 721,799 reactions and 888 catalyst types from USPTO Reactant: Br[C:2]1[CH:9]=[CH:8][C:5]([C:6]#[N:7])=[C:4]([O:10][CH3:11])[CH:3]=1.[Li]CCCC.CN([CH:20]=[O:21])C.[Cl-].[Na+]. Product: [CH:20]([C:2]1[CH:9]=[CH:8][C:5]([C:6]#[N:7])=[C:4]([O:10][CH3:11])[CH:3]=1)=[O:21]. The catalyst class is: 1.